This data is from Forward reaction prediction with 1.9M reactions from USPTO patents (1976-2016). The task is: Predict the product of the given reaction. (1) Given the reactants [Cl:1][C:2]1[CH:10]=[CH:9][C:8]2[NH:7][C:6]3[CH2:11][CH2:12][N:13]([CH3:16])[CH2:14][CH2:15][C:5]=3[C:4]=2[CH:3]=1.N1CCC[C@H]1C(O)=O.[O-]P([O-])([O-])=O.[K+].[K+].[K+].Br[CH2:34][CH2:35][C:36]1[CH:41]=[CH:40][CH:39]=[CH:38][C:37]=1[F:42], predict the reaction product. The product is: [F:42][C:37]1[CH:38]=[CH:39][CH:40]=[CH:41][C:36]=1[CH2:35][CH2:34][N:7]1[C:8]2[CH:9]=[CH:10][C:2]([Cl:1])=[CH:3][C:4]=2[C:5]2[CH2:15][CH2:14][N:13]([CH3:16])[CH2:12][CH2:11][C:6]1=2. (2) Given the reactants [F:1][C:2]1[CH:12]=[CH:11][C:5]2[NH:6][C@@H:7]([CH3:10])[CH2:8][O:9][C:4]=2[C:3]=1[F:13].CC1C=CC(S(O)(=O)=O)=CC=1.[Na], predict the reaction product. The product is: [F:1][C:2]1[CH:12]=[CH:11][C:5]2[NH:6][C@@H:7]([CH3:10])[CH2:8][O:9][C:4]=2[C:3]=1[F:13]. (3) Given the reactants [NH2:1][C:2]1[N:7]=[CH:6][C:5]([C:8]2[N:9]=[C:10]([N:27]3[CH2:32][CH2:31][O:30][CH2:29][CH2:28]3)[C:11]3[S:16][C:15]([C:17]4[CH:18]=[C:19]([CH:23]=[CH:24][CH:25]=4)[C:20](O)=[O:21])=[C:14]([CH3:26])[C:12]=3[N:13]=2)=[CH:4][N:3]=1.[NH2:33][CH2:34][C@@H:35]([OH:37])[CH3:36], predict the reaction product. The product is: [NH2:1][C:2]1[N:7]=[CH:6][C:5]([C:8]2[N:9]=[C:10]([N:27]3[CH2:32][CH2:31][O:30][CH2:29][CH2:28]3)[C:11]3[S:16][C:15]([C:17]4[CH:18]=[C:19]([CH:23]=[CH:24][CH:25]=4)[C:20]([NH:33][CH2:34][C@@H:35]([OH:37])[CH3:36])=[O:21])=[C:14]([CH3:26])[C:12]=3[N:13]=2)=[CH:4][N:3]=1. (4) Given the reactants [CH:1]#[C:2][CH2:3][CH2:4][CH2:5][CH3:6].I[C:8]#[C:9][Si:10]([CH3:13])([CH3:12])[CH3:11], predict the reaction product. The product is: [CH2:3]([C:2]#[C:1][C:8]#[C:9][Si:10]([CH3:13])([CH3:12])[CH3:11])[CH2:4][CH2:5][CH3:6]. (5) Given the reactants C1C(=O)N([Br:8])C(=O)C1.[CH3:9][C:10]1([CH2:14][O:15][C:16]2[CH:17]=[C:18]([CH2:24][OH:25])[CH:19]=[C:20]([CH2:22][OH:23])[CH:21]=2)[CH2:13][O:12][CH2:11]1, predict the reaction product. The product is: [Br:8][C:19]1[C:20]([CH2:22][OH:23])=[CH:21][C:16]([O:15][CH2:14][C:10]2([CH3:9])[CH2:13][O:12][CH2:11]2)=[CH:17][C:18]=1[CH2:24][OH:25].